This data is from Reaction yield outcomes from USPTO patents with 853,638 reactions. The task is: Predict the reaction yield, written as a fraction of the theoretical maximum amount of product (1.0 means a 100% yield; for example, 0.34 means a 34% yield). (1) The reactants are [NH2:1][C:2]1[C:7]([F:8])=[C:6]([Cl:9])[N:5]=[C:4]([C:10]([O:12][CH:13]([CH3:15])[CH3:14])=[O:11])[CH:3]=1.[Cl:16]N1C(C)(C)C(=O)N(Cl)C1=O.O. The catalyst is C(#N)C. The product is [NH2:1][C:2]1[C:7]([F:8])=[C:6]([Cl:9])[N:5]=[C:4]([C:10]([O:12][CH:13]([CH3:15])[CH3:14])=[O:11])[C:3]=1[Cl:16]. The yield is 0.920. (2) The reactants are [F:1][C:2]([F:14])([F:13])[C:3]1[CH:4]=[C:5]([S:9](Cl)(=[O:11])=[O:10])[CH:6]=[CH:7][CH:8]=1.[NH:15]1[CH2:20][CH2:19][CH2:18][CH2:17][CH:16]1[CH2:21][OH:22].C(N(CC)CC)C. The catalyst is C(Cl)Cl. The product is [F:1][C:2]([F:14])([F:13])[C:3]1[CH:4]=[C:5]([S:9]([N:15]2[CH2:20][CH2:19][CH2:18][CH2:17][CH:16]2[CH2:21][OH:22])(=[O:11])=[O:10])[CH:6]=[CH:7][CH:8]=1. The yield is 0.280. (3) The reactants are C(N(CC)CC)C.Br[C:9]1[CH:10]=[N:11][CH:12]=[C:13]([Br:15])[CH:14]=1.[Cl:16][C:17]1[CH:22]=[CH:21][CH:20]=[C:19]([C:23]#[CH:24])[CH:18]=1. The catalyst is C(OCC)(=O)C.[Cu]I.C1(C=CC=CC=1)[P](C1C=CC=CC=1)(C1C=CC=CC=1)[Pd][P](C1C=CC=CC=1)(C1C=CC=CC=1)C1C=CC=CC=1. The product is [Br:15][C:13]1[CH:12]=[N:11][CH:10]=[C:9]([C:24]#[C:23][C:19]2[CH:20]=[CH:21][CH:22]=[C:17]([Cl:16])[CH:18]=2)[CH:14]=1. The yield is 0.460. (4) The reactants are Br[C:2]1[C:3]([F:19])=[CH:4][C:5]2[O:11][CH2:10][CH2:9][N:8]3[CH:12]=[C:13]([C:15]([NH2:17])=[O:16])[N:14]=[C:7]3[C:6]=2[CH:18]=1.[CH3:20][C:21]1[CH:26]=[CH:25][N:24]=[C:23]([C:27]([OH:31])([C:29]#[CH:30])[CH3:28])[CH:22]=1. No catalyst specified. The product is [F:19][C:3]1[C:2]([C:30]#[C:29][C:27]([OH:31])([C:23]2[CH:22]=[C:21]([CH3:20])[CH:26]=[CH:25][N:24]=2)[CH3:28])=[CH:18][C:6]2[C:7]3[N:8]([CH:12]=[C:13]([C:15]([NH2:17])=[O:16])[N:14]=3)[CH2:9][CH2:10][O:11][C:5]=2[CH:4]=1. The yield is 0.100. (5) The reactants are [Br:1][C:2]1[C:3]([CH3:15])=[CH:4][C:5]2[O:10][C:9]([CH3:12])([CH3:11])[C:8](=[O:13])[NH:7][C:6]=2[CH:14]=1.[OH-].[K+].[CH2:18](I)[CH3:19]. The catalyst is CS(C)=O. The product is [Br:1][C:2]1[C:3]([CH3:15])=[CH:4][C:5]2[O:10][C:9]([CH3:11])([CH3:12])[C:8](=[O:13])[N:7]([CH2:18][CH3:19])[C:6]=2[CH:14]=1. The yield is 0.950. (6) The reactants are [Br:1][C:2]1[C:3]([C:9]#[N:10])=[N:4][CH:5]=[C:6](F)[CH:7]=1.[NH2:11][C@@H:12]1[CH2:17][CH2:16][CH2:15][CH2:14][C@@H:13]1[NH:18][C:19](=[O:25])[O:20][C:21]([CH3:24])([CH3:23])[CH3:22].CCN(C(C)C)C(C)C. The catalyst is CN1C(=O)CCC1.CCOC(C)=O. The product is [Br:1][C:2]1[CH:7]=[C:6]([NH:11][C@@H:12]2[CH2:17][CH2:16][CH2:15][CH2:14][C@@H:13]2[NH:18][C:19](=[O:25])[O:20][C:21]([CH3:23])([CH3:22])[CH3:24])[CH:5]=[N:4][C:3]=1[C:9]#[N:10]. The yield is 1.00. (7) The reactants are F[C:2]1[C:7]([F:8])=[CH:6][CH:5]=[C:4]([F:9])[N:3]=1.[C:10]1([CH2:16][SH:17])[CH:15]=[CH:14][CH:13]=[CH:12][CH:11]=1.[H-].[Na+]. The catalyst is C1COCC1. The product is [CH2:16]([S:17][C:2]1[C:7]([F:8])=[CH:6][CH:5]=[C:4]([F:9])[N:3]=1)[C:10]1[CH:15]=[CH:14][CH:13]=[CH:12][CH:11]=1. The yield is 0.660.